Task: Predict the reactants needed to synthesize the given product.. Dataset: Full USPTO retrosynthesis dataset with 1.9M reactions from patents (1976-2016) (1) Given the product [C:1]([C:5]1[CH:6]=[C:7]([CH2:41][OH:42])[C:8]([O:39][CH3:40])=[C:9]([NH:11][C:12]([C:14]2[N:15]([CH3:38])[C:16]3[C:21]([CH:22]=2)=[CH:20][CH:19]=[CH:18][C:17]=3[CH2:23][N:24]2[CH2:29][CH2:28][N:27]([C:30]([C@@H:32]3[CH2:36][CH2:35][CH2:34][N:33]3[CH3:37])=[O:31])[CH2:26][CH2:25]2)=[O:13])[CH:10]=1)([CH3:4])([CH3:2])[CH3:3], predict the reactants needed to synthesize it. The reactants are: [C:1]([C:5]1[CH:6]=[C:7]([CH2:41][O:42][Si](C)(C)C)[C:8]([O:39][CH3:40])=[C:9]([NH:11][C:12]([C:14]2[N:15]([CH3:38])[C:16]3[C:21]([CH:22]=2)=[CH:20][CH:19]=[CH:18][C:17]=3[CH2:23][N:24]2[CH2:29][CH2:28][N:27]([C:30]([C@@H:32]3[CH2:36][CH2:35][CH2:34][N:33]3[CH3:37])=[O:31])[CH2:26][CH2:25]2)=[O:13])[CH:10]=1)([CH3:4])([CH3:3])[CH3:2].Cl.C(=O)([O-])O.[Na+]. (2) Given the product [C:1](=[N:4][O:5][CH:6]([CH3:10])[C:7]([O:9][CH2:11][CH3:12])=[O:8])([CH3:3])[CH3:2], predict the reactants needed to synthesize it. The reactants are: [C:1](=[N:4][O:5][CH:6]([CH3:10])[C:7]([OH:9])=[O:8])([CH3:3])[CH3:2].[CH3:11][CH2:12][O-].[Na+].CC(=NO)C.BrC(C)C(OCC)=O. (3) Given the product [C:1]([O:5][C:6]([N:8]1[CH2:9][CH2:10][CH:11]([N:14]2[C:37]3=[N:36][CH:35]=[N:34][C:33]([Cl:32])=[C:38]3[CH:16]=[N:15]2)[CH2:12][CH2:13]1)=[O:7])([CH3:2])([CH3:3])[CH3:4], predict the reactants needed to synthesize it. The reactants are: [C:1]([O:5][C:6]([N:8]1[CH2:13][CH2:12][CH:11]([NH:14][NH:15][C:16](OC(C)(C)C)=O)[CH2:10][CH2:9]1)=[O:7])([CH3:4])([CH3:3])[CH3:2].C(N(C(C)C)CC)(C)C.[Cl:32][C:33]1[C:38](C=O)=[C:37](Cl)[N:36]=[CH:35][N:34]=1.C1(C)C=CC=CC=1. (4) Given the product [NH2:22][C:21]1[CH:20]=[C:19]([C:2]2[CH:3]=[CH:4][C:5]3[N:6]([CH:8]=[C:9]([NH:11][C:12](=[O:14])[CH3:13])[N:10]=3)[N:7]=2)[CH:18]=[N:17][C:16]=1[Cl:15], predict the reactants needed to synthesize it. The reactants are: Cl[C:2]1[CH:3]=[CH:4][C:5]2[N:6]([CH:8]=[C:9]([NH:11][C:12](=[O:14])[CH3:13])[N:10]=2)[N:7]=1.[Cl:15][C:16]1[C:21]([NH2:22])=[CH:20][C:19](C2OC(C)(C)C(C)(C)O2)=[CH:18][N:17]=1.C(=O)([O-])[O-].[Na+].[Na+]. (5) The reactants are: Cl[S:2]([CH2:5][CH2:6][CH2:7][NH:8][C:9](=[O:11])[CH3:10])(=[O:4])=[O:3].[OH:12][CH2:13][C:14]([CH3:21])([CH3:20])[C:15]([O:17][CH2:18]C)=[O:16].C(N(CC)CC)C. Given the product [C:9]([NH:8][CH2:7][CH2:6][CH2:5][S:2]([O:12][CH2:13][C:14]([CH3:21])([CH3:20])[C:15]([O:17][CH3:18])=[O:16])(=[O:4])=[O:3])(=[O:11])[CH3:10], predict the reactants needed to synthesize it. (6) Given the product [O:1]1[C:5]2([CH2:6][CH2:7][N:8]([C:11]3[CH:16]=[CH:15][C:14]([N:17]4[CH2:21][C@H:20]([CH2:22][O:23][S:34]([CH3:33])(=[O:36])=[O:35])[O:19][C:18]4=[O:24])=[CH:13][C:12]=3[F:25])[CH2:9][CH2:10]2)[O:4][CH2:3][CH2:2]1, predict the reactants needed to synthesize it. The reactants are: [O:1]1[C:5]2([CH2:10][CH2:9][N:8]([C:11]3[CH:16]=[CH:15][C:14]([N:17]4[CH2:21][C@H:20]([CH2:22][OH:23])[O:19][C:18]4=[O:24])=[CH:13][C:12]=3[F:25])[CH2:7][CH2:6]2)[O:4][CH2:3][CH2:2]1.C(N(CC)CC)C.[CH3:33][S:34](Cl)(=[O:36])=[O:35]. (7) Given the product [C:1]([C:5]1[CH:10]=[CH:9][C:8]([C:11]2[S:15][CH:14]=[C:13]([C:16](=[N:18][NH:19][C:20]([NH:22][C:23]3[S:27][C:26]([C:28]([OH:30])=[O:29])=[CH:25][CH:24]=3)=[S:21])[CH3:17])[C:12]=2[OH:32])=[CH:7][CH:6]=1)([CH3:2])([CH3:3])[CH3:4], predict the reactants needed to synthesize it. The reactants are: [C:1]([C:5]1[CH:10]=[CH:9][C:8]([C:11]2[S:15][CH:14]=[C:13]([C:16](=[N:18][NH:19][C:20]([NH:22][C:23]3[S:27][C:26]([C:28]([O:30]C)=[O:29])=[CH:25][CH:24]=3)=[S:21])[CH3:17])[C:12]=2[OH:32])=[CH:7][CH:6]=1)([CH3:4])([CH3:3])[CH3:2].[OH-].[Na+].Cl. (8) Given the product [C:11]([C:10]1[CH:9]=[CH:8][C:7]([N:1]2[CH2:6][CH2:5][N:4]([C:18]([O:20][C:21]([CH3:24])([CH3:23])[CH3:22])=[O:17])[CH2:3][CH2:2]2)=[CH:14][CH:13]=1)#[N:12], predict the reactants needed to synthesize it. The reactants are: [N:1]1([C:7]2[CH:14]=[CH:13][C:10]([C:11]#[N:12])=[CH:9][CH:8]=2)[CH2:6][CH2:5][NH:4][CH2:3][CH2:2]1.[OH-].[Na+].[O:17](C(OC(C)(C)C)=O)[C:18]([O:20][C:21]([CH3:24])([CH3:23])[CH3:22])=O.